From a dataset of Full USPTO retrosynthesis dataset with 1.9M reactions from patents (1976-2016). Predict the reactants needed to synthesize the given product. (1) The reactants are: CN([CH:4]=[O:5])C.P(Cl)(Cl)(Cl)=O.[C:11]([C:13]1[CH:14]=[C:15]([C:18](=[N:20][NH:21][C:22](N)=O)[CH3:19])[NH:16][CH:17]=1)#[N:12].[OH-].[Na+]. Given the product [CH:4]([C:19]1[C:18]([C:15]2[NH:16][CH:17]=[C:13]([C:11]#[N:12])[CH:14]=2)=[N:20][NH:21][CH:22]=1)=[O:5], predict the reactants needed to synthesize it. (2) Given the product [O:9]=[C:8]1[O:10][C@@H:4]([C:5]([OH:7])=[O:6])[CH2:3][CH2:2]1, predict the reactants needed to synthesize it. The reactants are: N[C@@H:2]([C:8]([OH:10])=[O:9])[CH2:3][CH2:4][C:5]([OH:7])=[O:6].N([O-])=O.[Na+]. (3) The reactants are: S(Cl)([Cl:4])(=O)=O.[CH2:6]([O:8][C:9](=[O:18])[CH2:10][C:11](=[O:17])[C:12]([CH3:16])([CH3:15])[CH:13]=[CH2:14])[CH3:7]. Given the product [CH2:6]([O:8][C:9](=[O:18])[CH:10]([Cl:4])[C:11](=[O:17])[C:12]([CH3:16])([CH3:15])[CH:13]=[CH2:14])[CH3:7], predict the reactants needed to synthesize it. (4) Given the product [CH3:27][O:28][C:29](=[O:30])[CH2:31][C:32]1[CH:37]=[CH:36][CH:35]=[C:34]([O:24][C:21]2[CH:20]=[CH:19][C:18]([C:17]3[O:16][N:15]=[C:14]([CH3:25])[C:13]=3[NH:12][C:11]([O:10][C@@H:8]([C:3]3[CH:4]=[CH:5][CH:6]=[CH:7][C:2]=3[F:1])[CH3:9])=[O:26])=[CH:23][CH:22]=2)[CH:33]=1, predict the reactants needed to synthesize it. The reactants are: [F:1][C:2]1[CH:7]=[CH:6][CH:5]=[CH:4][C:3]=1[C@H:8]([O:10][C:11](=[O:26])[NH:12][C:13]1[C:14]([CH3:25])=[N:15][O:16][C:17]=1[C:18]1[CH:23]=[CH:22][C:21]([OH:24])=[CH:20][CH:19]=1)[CH3:9].[CH3:27][O:28][C:29]([CH2:31][C:32]1[CH:33]=[C:34](B(O)O)[CH:35]=[CH:36][CH:37]=1)=[O:30]. (5) Given the product [Br:1][C:2]1[CH:7]=[CH:6][C:5]([C:8](=[O:24])[CH:9]=[C:10]([C:16]2[CH:17]=[C:18]([Cl:23])[CH:19]=[C:20]([Cl:22])[CH:21]=2)[C:11]([F:13])([F:14])[F:12])=[CH:4][C:3]=1[CH3:25], predict the reactants needed to synthesize it. The reactants are: [Br:1][C:2]1[CH:7]=[CH:6][C:5]([C:8](=[O:24])[CH2:9][C:10]([C:16]2[CH:21]=[C:20]([Cl:22])[CH:19]=[C:18]([Cl:23])[CH:17]=2)(O)[C:11]([F:14])([F:13])[F:12])=[CH:4][C:3]=1[CH3:25].C1(C)C=CC=CC=1.S(Cl)(Cl)=O. (6) Given the product [N:11]1[CH:16]=[CH:15][C:14]([C:17]2[O:1][N:2]=[C:3]([C:4]3[CH:5]=[N:6][CH:7]=[CH:8][CH:9]=3)[N:10]=2)=[CH:13][N:12]=1, predict the reactants needed to synthesize it. The reactants are: [OH:1][N:2]=[C:3]([NH2:10])[C:4]1[CH:9]=[CH:8][CH:7]=[N:6][CH:5]=1.[N:11]1[CH:16]=[CH:15][C:14]([C:17](O)=O)=[CH:13][N:12]=1.N. (7) Given the product [NH2:4][C:5]1[CH:6]=[CH:30][C:26]([C@H:27]([N:19]([CH:20]([CH3:21])[CH3:31])[CH3:18])[C:28]([N:24]([CH3:25])[CH3:23])=[O:29])=[CH:9][CH:10]=1, predict the reactants needed to synthesize it. The reactants are: ON1[C:6]2N=C[CH:9]=[CH:10][C:5]=2[N:4]=N1.Cl.CN(C)CCCN=[C:18]=[N:19][CH2:20][CH3:21].[CH3:23][NH:24][CH3:25].[CH2:26]1[CH2:30][O:29][CH2:28][CH2:27]1.[C:31](=O)([O-])[O-].[K+].[K+].